From a dataset of Forward reaction prediction with 1.9M reactions from USPTO patents (1976-2016). Predict the product of the given reaction. (1) Given the reactants [Cl:1][C:2]1[CH:3]=[CH:4][CH:5]=[C:6]2[C:11]=1[C:10]([CH3:13])([CH3:12])[C:9](=[O:14])[C:8]([C:15]([NH:17][CH2:18][C:19]([O:21]C(C)(C)C)=[O:20])=[O:16])=[C:7]2[OH:26].C(O)(C(F)(F)F)=O, predict the reaction product. The product is: [Cl:1][C:2]1[CH:3]=[CH:4][CH:5]=[C:6]2[C:11]=1[C:10]([CH3:13])([CH3:12])[C:9](=[O:14])[C:8]([C:15]([NH:17][CH2:18][C:19]([OH:21])=[O:20])=[O:16])=[C:7]2[OH:26]. (2) Given the reactants [NH2:1][C:2]1[C:3]([C:15]([O:17]CC)=O)=[N:4][CH:5]=[C:6]([CH2:8][C:9]2[CH:14]=[CH:13][CH:12]=[CH:11][CH:10]=2)[CH:7]=1.Cl[C:21](=[O:28])[CH2:22][C:23]([O:25][CH2:26][CH3:27])=[O:24], predict the reaction product. The product is: [CH2:8]([C:6]1[CH:7]=[C:2]2[C:3]([C:15]([OH:17])=[C:22]([C:23]([O:25][CH2:26][CH3:27])=[O:24])[C:21](=[O:28])[NH:1]2)=[N:4][CH:5]=1)[C:9]1[CH:10]=[CH:11][CH:12]=[CH:13][CH:14]=1. (3) Given the reactants [O:1]1[CH2:6][CH2:5][CH2:4][CH2:3][CH:2]1[N:7]1[C:15]2[C:10](=[CH:11][C:12]([C:16]3[N:20]=[CH:19][N:18]([C:21]([C:34]4[CH:39]=[CH:38][CH:37]=[CH:36][CH:35]=4)([C:28]4[CH:33]=[CH:32][CH:31]=[CH:30][CH:29]=4)[C:22]4[CH:27]=[CH:26][CH:25]=[CH:24][CH:23]=4)[N:17]=3)=[CH:13][CH:14]=2)[C:9]([C:40]2[CH:41]=[C:42]([CH:47]=[CH:48][CH:49]=2)[C:43](OC)=[O:44])=[N:8]1.O.[OH-].[Li+].[CH3:53][C:54]([CH3:58])([CH3:57])[CH2:55][NH2:56].O.ON1C2C=CC=CC=2N=N1.Cl.CN(C)CCCN=C=NCC, predict the reaction product. The product is: [CH3:53][C:54]([CH3:58])([CH3:57])[CH2:55][NH:56][C:43]([C:42]1[CH:47]=[CH:48][CH:49]=[C:40]([C:9]2[C:10]3[C:15](=[CH:14][CH:13]=[C:12]([C:16]4[N:20]=[CH:19][N:18]([C:21]([C:28]5[CH:29]=[CH:30][CH:31]=[CH:32][CH:33]=5)([C:34]5[CH:39]=[CH:38][CH:37]=[CH:36][CH:35]=5)[C:22]5[CH:27]=[CH:26][CH:25]=[CH:24][CH:23]=5)[N:17]=4)[CH:11]=3)[N:7]([CH:2]3[CH2:3][CH2:4][CH2:5][CH2:6][O:1]3)[N:8]=2)[CH:41]=1)=[O:44]. (4) Given the reactants CN(C)C=O.[H-].[Na+].[Cl:8][C:9]1[CH:14]=[C:13]([O:15][C:16]2[C:25]3[C:20](=[CH:21][C:22]([O:28][CH3:29])=[C:23]([O:26][CH3:27])[CH:24]=3)[N:19]=[CH:18][N:17]=2)[CH:12]=[CH:11][C:10]=1[NH:30][C:31](=[O:39])[O:32][CH:33]1[CH2:38][CH2:37][CH2:36][CH2:35][CH2:34]1.[CH2:40](I)[CH3:41], predict the reaction product. The product is: [Cl:8][C:9]1[CH:14]=[C:13]([O:15][C:16]2[C:25]3[C:20](=[CH:21][C:22]([O:28][CH3:29])=[C:23]([O:26][CH3:27])[CH:24]=3)[N:19]=[CH:18][N:17]=2)[CH:12]=[CH:11][C:10]=1[N:30]([CH2:40][CH3:41])[C:31](=[O:39])[O:32][CH:33]1[CH2:38][CH2:37][CH2:36][CH2:35][CH2:34]1.